From a dataset of Reaction yield outcomes from USPTO patents with 853,638 reactions. Predict the reaction yield, written as a fraction of the theoretical maximum amount of product (1.0 means a 100% yield; for example, 0.34 means a 34% yield). (1) The reactants are [O:1]=[C:2]1[NH:6][C:5](=[O:7])[C:4](=[CH:8][C:9]2[S:13][C:12]([C:14]3[CH:15]=[C:16]([CH:27]=[CH:28][CH:29]=3)[CH2:17][CH2:18][NH:19][C:20](=[O:26])[O:21][C:22]([CH3:25])([CH3:24])[CH3:23])=[CH:11][CH:10]=2)[S:3]1. The catalyst is O1CCOCC1.C(O)(=O)C. The product is [O:1]=[C:2]1[NH:6][C:5](=[O:7])[CH:4]([CH2:8][C:9]2[S:13][C:12]([C:14]3[CH:15]=[C:16]([CH:27]=[CH:28][CH:29]=3)[CH2:17][CH2:18][NH:19][C:20](=[O:26])[O:21][C:22]([CH3:25])([CH3:23])[CH3:24])=[CH:11][CH:10]=2)[S:3]1. The yield is 0.200. (2) The reactants are [CH3:1][N:2]1[CH2:7][CH2:6][CH2:5][CH:4]([CH2:8][O:9][C:10]2[CH:15]=[CH:14][C:13]([NH2:16])=[CH:12][CH:11]=2)[CH2:3]1.[F:17][C:18]1[CH:26]=[C:25]2[C:21]([C:22](=[CH:28]O)[C:23](=[O:27])[NH:24]2)=[CH:20][CH:19]=1. No catalyst specified. The product is [F:17][C:18]1[CH:26]=[C:25]2[C:21]([C:22](=[CH:28][NH:16][C:13]3[CH:12]=[CH:11][C:10]([O:9][CH2:8][CH:4]4[CH2:5][CH2:6][CH2:7][N:2]([CH3:1])[CH2:3]4)=[CH:15][CH:14]=3)[C:23](=[O:27])[NH:24]2)=[CH:20][CH:19]=1. The yield is 0.550.